Dataset: Catalyst prediction with 721,799 reactions and 888 catalyst types from USPTO. Task: Predict which catalyst facilitates the given reaction. Reactant: [F:1][C:2]1[CH:7]=[CH:6][C:5]([Mg]Br)=[CH:4][CH:3]=1.[Cl:10][C:11]1[CH:16]=[CH:15][CH:14]=[C:13]([F:17])[C:12]=1[CH2:18][C:19](N(OC)C)=[O:20]. Product: [Cl:10][C:11]1[CH:16]=[CH:15][CH:14]=[C:13]([F:17])[C:12]=1[CH2:18][C:19]([C:5]1[CH:6]=[CH:7][C:2]([F:1])=[CH:3][CH:4]=1)=[O:20]. The catalyst class is: 1.